From a dataset of Peptide-MHC class II binding affinity with 134,281 pairs from IEDB. Regression. Given a peptide amino acid sequence and an MHC pseudo amino acid sequence, predict their binding affinity value. This is MHC class II binding data. (1) The peptide sequence is RELKCGDGIFIFRDS. The MHC is HLA-DQA10601-DQB10402 with pseudo-sequence HLA-DQA10601-DQB10402. The binding affinity (normalized) is 0.208. (2) The peptide sequence is NLYKLHGGHVSCRVKHHHHHH. The MHC is DRB1_0901 with pseudo-sequence DRB1_0901. The binding affinity (normalized) is 0.463. (3) The binding affinity (normalized) is 0.982. The MHC is HLA-DPA10201-DPB10101 with pseudo-sequence HLA-DPA10201-DPB10101. The peptide sequence is EKKYFAATQFEPLAF. (4) The binding affinity (normalized) is 0.152. The peptide sequence is QDPNYVCKHTYVDRG. The MHC is DRB1_0401 with pseudo-sequence DRB1_0401.